From a dataset of Forward reaction prediction with 1.9M reactions from USPTO patents (1976-2016). Predict the product of the given reaction. (1) Given the reactants [I:1][C:2]1[CH:11]=[CH:10][CH:9]=[C:8]2[C:3]=1[CH2:4][CH2:5][N:6]1C(=O)C(=O)O[C:7]12[CH3:17].IC1C=CC=CC=1CCNC(=O)C.C(Cl)(C(Cl)=O)=O.Cl, predict the reaction product. The product is: [I:1][C:2]1[CH:11]=[CH:10][CH:9]=[C:8]2[C:3]=1[CH2:4][CH2:5][N:6]=[C:7]2[CH3:17]. (2) The product is: [C:36]([O:35][C:33]([N:25]1[C:26]([CH3:28])=[CH:27][C:23]([N:22]([C:33]([O:35][C:36]([CH3:39])([CH3:38])[CH3:37])=[O:34])[C:12]2[C:11]3[C:16](=[CH:17][C:8]([C:7]([CH3:30])([CH3:29])[O:6][SiH2:5][C:1]([CH3:2])([CH3:3])[CH3:4])=[CH:9][CH:10]=3)[C:15](=[O:18])[N:14]([CH:19]([CH3:21])[CH3:20])[N:13]=2)=[N:24]1)=[O:34])([CH3:39])([CH3:38])[CH3:37]. Given the reactants [C:1]([SiH2:5][O:6][C:7]([CH3:30])([CH3:29])[C:8]1[CH:17]=[C:16]2[C:11]([C:12]([NH:22][C:23]3[CH:27]=[C:26]([CH3:28])[NH:25][N:24]=3)=[N:13][N:14]([CH:19]([CH3:21])[CH3:20])[C:15]2=[O:18])=[CH:10][CH:9]=1)([CH3:4])([CH3:3])[CH3:2].[H-].[Na+].[C:33](O[C:33]([O:35][C:36]([CH3:39])([CH3:38])[CH3:37])=[O:34])([O:35][C:36]([CH3:39])([CH3:38])[CH3:37])=[O:34], predict the reaction product. (3) Given the reactants [Br:1][CH2:2][C:3](Br)=[O:4].C(N(CC)CC)C.CN(C)C=O.[NH:18]1[CH2:23][CH2:22][C:21]2([C:31]3[C:26](=[CH:27][CH:28]=[CH:29][CH:30]=3)[NH:25][C:24]2=[O:32])[CH2:20][CH2:19]1, predict the reaction product. The product is: [Br:1][CH2:2][C:3]([N:18]1[CH2:23][CH2:22][C:21]2([C:31]3[C:26](=[CH:27][CH:28]=[CH:29][CH:30]=3)[NH:25][C:24]2=[O:32])[CH2:20][CH2:19]1)=[O:4].